The task is: Predict the reaction yield, written as a fraction of the theoretical maximum amount of product (1.0 means a 100% yield; for example, 0.34 means a 34% yield).. This data is from Reaction yield outcomes from USPTO patents with 853,638 reactions. (1) The reactants are [Cl:1][C:2]1[C:3]([O:12][C:13]2[CH:18]=[C:17]([O:19][CH2:20][C:21]3[O:22][CH:23]=[CH:24][CH:25]=3)[CH:16]=[CH:15][C:14]=2[CH2:26][CH2:27][CH2:28][OH:29])=[N:4][CH:5]=[C:6]([C:8]([F:11])([F:10])[F:9])[CH:7]=1.Cl[S:31]([N:34]=[C:35]=[O:36])(=[O:33])=[O:32].N1C=CC=CC=1.[CH:43]([O:46][CH2:47][CH2:48][NH2:49])([CH3:45])[CH3:44]. The catalyst is C1(C)C=CC=CC=1.O. The product is [CH:43]([O:46][CH2:47][CH2:48][NH:49][S:31]([NH:34][C:35](=[O:36])[O:29][CH2:28][CH2:27][CH2:26][C:14]1[CH:15]=[CH:16][C:17]([O:19][CH2:20][C:21]2[O:22][CH:23]=[CH:24][CH:25]=2)=[CH:18][C:13]=1[O:12][C:3]1[C:2]([Cl:1])=[CH:7][C:6]([C:8]([F:11])([F:10])[F:9])=[CH:5][N:4]=1)(=[O:33])=[O:32])([CH3:45])[CH3:44]. The yield is 0.570. (2) The reactants are Br[CH2:2][C:3]1[CH:4]=[C:5]2[C:10](=[CH:11][CH:12]=1)[N:9]=[CH:8][CH:7]=[CH:6]2.[C-:13]#[N:14].[Na+]. The catalyst is C(O)C. The product is [N:9]1[C:10]2[C:5](=[CH:4][C:3]([CH2:2][C:13]#[N:14])=[CH:12][CH:11]=2)[CH:6]=[CH:7][CH:8]=1. The yield is 0.0800. (3) The reactants are [NH2:1][C:2]1[CH:17]=[CH:16][C:15]([Cl:18])=[CH:14][C:3]=1[C:4]([NH:6][C:7]1[CH:12]=[CH:11][CH:10]=[CH:9][C:8]=1[Cl:13])=[O:5].[Cl:19][CH2:20][C:21](Cl)=O. The catalyst is C(O)(=O)C. The product is [Cl:18][C:15]1[CH:14]=[C:3]2[C:2](=[CH:17][CH:16]=1)[N:1]=[C:21]([CH2:20][Cl:19])[N:6]([C:7]1[CH:12]=[CH:11][CH:10]=[CH:9][C:8]=1[Cl:13])[C:4]2=[O:5]. The yield is 0.920. (4) The reactants are CS(O)(=O)=O.[F:6][C:7]1[CH:8]=[C:9]2[CH:14]3[CH:15]([N:17]=[C:18]([CH2:19][N:20]4[CH2:25][CH2:24][CH:23]([C:26]5[CH:31]=[CH:30][C:29]([F:32])=[CH:28][CH:27]=5)[CH2:22][CH2:21]4)[N:13]3C[CH2:11][C:10]2=O)[CH:16]=1.[N-:34]=[N+]=[N-].[Na+].[C:38](=[O:41])(O)[O-].[Na+]. No catalyst specified. The product is [F:6][C:7]1[C:16]2[C:14]3[N:13]([C:18]([CH2:19][N:20]4[CH2:21][CH2:22][CH:23]([C:26]5[CH:31]=[CH:30][C:29]([F:32])=[CH:28][CH:27]=5)[CH2:24][CH2:25]4)=[N:17][CH:15]=2)[CH2:11][CH2:10][C:9]=3[NH:34][C:38](=[O:41])[CH:8]=1. The yield is 0.380. (5) The reactants are [Cl:1][C:2]1[N:7]=[C:6](Cl)[C:5]([F:9])=[CH:4][N:3]=1.[CH2:10]([O:14][C:15]1[CH:21]=[CH:20][C:18]([NH2:19])=[CH:17][CH:16]=1)[CH2:11][CH2:12][CH3:13].Cl.[OH-].[Na+]. The catalyst is CC(C)=O.O. The product is [Cl:1][C:2]1[N:7]=[C:6]([NH:19][C:18]2[CH:17]=[CH:16][C:15]([O:14][CH2:10][CH2:11][CH2:12][CH3:13])=[CH:21][CH:20]=2)[C:5]([F:9])=[CH:4][N:3]=1. The yield is 0.800. (6) The reactants are [C:1]([O:5][C:6](=[O:38])[NH:7][C:8]1([C:12]2[CH:17]=[CH:16][C:15]([C:18]3[C:19](=[O:37])[C:20]4[C:25]([O:26][C:27]=3[C:28]3[CH:33]=[CH:32][CH:31]=[CH:30][CH:29]=3)=[C:24]3[NH:34][N:35]=[CH:36][C:23]3=[CH:22][CH:21]=4)=[CH:14][CH:13]=2)[CH2:11][CH2:10][CH2:9]1)([CH3:4])([CH3:3])[CH3:2].[Cl:39][O-].[Na+].CCOC(C)=O.O. The catalyst is CCO.C1CCCCC1. The product is [C:1]([O:5][C:6](=[O:38])[NH:7][C:8]1([C:12]2[CH:13]=[CH:14][C:15]([C:18]3[C:19](=[O:37])[C:20]4[C:25]([O:26][C:27]=3[C:28]3[CH:29]=[CH:30][CH:31]=[CH:32][CH:33]=3)=[C:24]3[NH:34][N:35]=[C:36]([Cl:39])[C:23]3=[CH:22][CH:21]=4)=[CH:16][CH:17]=2)[CH2:11][CH2:10][CH2:9]1)([CH3:4])([CH3:2])[CH3:3]. The yield is 0.600. (7) The reactants are [C:1]([OH:8])(=[O:7])/[CH:2]=[CH:3]\[C:4]([OH:6])=[O:5].C(OC)(C)(C)C.[CH3:15][CH2:16][O:17][C:18]([C:20]1[CH:25]([C:26]2[C:31]([Cl:32])=[CH:30][CH:29]=[CH:28][CH:27]=2)[C:24]([C:33]([O:35][CH3:36])=[O:34])=[C:23]([CH3:37])[NH:22][C:21]=1[CH2:38][O:39][CH2:40][CH2:41][NH2:42])=[O:19]. The catalyst is C(O)CCC. The product is [CH3:15][CH2:16][O:17][C:18]([C:20]1[CH:25]([C:26]2[CH:27]=[CH:28][CH:29]=[CH:30][C:31]=2[Cl:32])[C:24]([C:33]([O:35][CH3:36])=[O:34])=[C:23]([CH3:37])[NH:22][C:21]=1[CH2:38][O:39][CH2:40][CH2:41][NH2:42])=[O:19].[CH:2](/[C:1]([OH:8])=[O:7])=[CH:3]/[C:4]([OH:6])=[O:5]. The yield is 0.850. (8) The reactants are [N:1]1([C:6]2[CH:12]=[CH:11][C:10]([C:13]([F:16])([F:15])[F:14])=[CH:9][C:7]=2[NH2:8])[CH:5]=[CH:4][N:3]=[CH:2]1.[C:17](N1C=CN=C1)(N1C=CN=C1)=[O:18].C(OCC)C. The catalyst is ClC1C=CC=CC=1Cl. The product is [F:16][C:13]([F:14])([F:15])[C:10]1[CH:9]=[C:7]2[C:6](=[CH:12][CH:11]=1)[N:1]1[CH:5]=[CH:4][N:3]=[C:2]1[C:17](=[O:18])[NH:8]2. The yield is 0.750. (9) The reactants are [OH-].[Na+].[CH:3]1([NH:9][C:10]([C:12]2[C:13]([S:29][CH2:30][CH2:31][CH3:32])=[N:14][C:15]([N:18]3[CH2:23][CH2:22][CH2:21][C@@H:20]([CH2:24][C:25]([O:27]C)=[O:26])[CH2:19]3)=[N:16][CH:17]=2)=[O:11])[CH2:8][CH2:7][CH2:6][CH2:5][CH2:4]1.Cl. The catalyst is CO.O.CCOC(C)=O. The product is [CH:3]1([NH:9][C:10]([C:12]2[C:13]([S:29][CH2:30][CH2:31][CH3:32])=[N:14][C:15]([N:18]3[CH2:23][CH2:22][CH2:21][C@@H:20]([CH2:24][C:25]([OH:27])=[O:26])[CH2:19]3)=[N:16][CH:17]=2)=[O:11])[CH2:4][CH2:5][CH2:6][CH2:7][CH2:8]1. The yield is 0.620. (10) The reactants are [CH3:1][O:2][C:3]([C@@:5]1([NH:10][C:11]([C@@H:13]2[CH2:17][C@@H:16]([O:18][C:19]3[CH:24]=[C:23]([C:25]4[CH:30]=[CH:29][CH:28]=[CH:27][N:26]=4)[N:22]=[C:21]4[CH:31]=[CH:32][S:33][C:20]=34)[CH2:15][N:14]2C(OC(C)(C)C)=O)=[O:12])[CH2:7][C@H:6]1[CH:8]=[CH2:9])=[O:4].Cl. The catalyst is O1CCOCC1. The product is [N:26]1[CH:27]=[CH:28][CH:29]=[CH:30][C:25]=1[C:23]1[N:22]=[C:21]2[CH:31]=[CH:32][S:33][C:20]2=[C:19]([O:18][C@H:16]2[CH2:15][NH:14][C@H:13]([C:11]([NH:10][C@:5]3([C:3]([O:2][CH3:1])=[O:4])[CH2:7][C@H:6]3[CH:8]=[CH2:9])=[O:12])[CH2:17]2)[CH:24]=1. The yield is 1.00.